Dataset: Forward reaction prediction with 1.9M reactions from USPTO patents (1976-2016). Task: Predict the product of the given reaction. (1) Given the reactants C(=O)([O-])[O-].[K+].[K+].[Cl:7][C:8]1[CH:13]=[C:12]([N+:14]([O-])=O)[CH:11]=[CH:10][C:9]=1F.[N:18]1[CH:19]=[N:20][N:21]2[CH:26]=[CH:25][C:24]([OH:27])=[CH:23][C:22]=12, predict the reaction product. The product is: [Cl:7][C:8]1[CH:13]=[C:12]([CH:11]=[CH:10][C:9]=1[O:27][C:24]1[CH:25]=[CH:26][N:21]2[N:20]=[CH:19][N:18]=[C:22]2[CH:23]=1)[NH2:14]. (2) Given the reactants Br[C:2]1[CH:3]=[C:4]2[C:8](=[CH:9][CH:10]=1)[N:7]([CH3:11])[C:6]([C@H:12]1[CH2:16][CH2:15][CH2:14][N:13]1[C:17]([O:19][C:20]([CH3:23])([CH3:22])[CH3:21])=[O:18])=[CH:5]2.[CH3:24]C([O-])=O.[K+].[Br-].C([O-])([O-])=O.[K+].[K+].Cl[C:37]1[C:45]([CH2:46][CH3:47])=[CH:44][C:40]([C:41]([O-:43])=[O:42])=[C:39]([O:48][CH3:49])[N:38]=1, predict the reaction product. The product is: [C:20]([O:19][C:17]([N:13]1[CH2:14][CH2:15][CH2:16][C@@H:12]1[C:6]1[N:7]([CH3:11])[C:8]2[C:4]([CH:5]=1)=[CH:3][C:2]([C:37]1[C:45]([CH2:46][CH3:47])=[CH:44][C:40]([C:41]([O:43][CH3:24])=[O:42])=[C:39]([O:48][CH3:49])[N:38]=1)=[CH:10][CH:9]=2)=[O:18])([CH3:23])([CH3:22])[CH3:21].